Dataset: Reaction yield outcomes from USPTO patents with 853,638 reactions. Task: Predict the reaction yield, written as a fraction of the theoretical maximum amount of product (1.0 means a 100% yield; for example, 0.34 means a 34% yield). The reactants are [F:1][C:2]1[CH:3]=[N:4][C:5]2[CH:6]=[C:7]([F:16])[C:8](=[O:15])[N:9]3CC(=C)C=1[C:10]=23.S([O-])([O-])=O.[Na+].[Na+].[C:23]([OH:27])([CH3:26])([CH3:25])[CH3:24].[OH2:28]. No catalyst specified. The product is [F:1][C:2]1[CH:3]=[N:4][C:5]2[CH:6]=[C:7]([F:16])[C:8](=[O:15])[N:9]3[CH2:25][C:23]([OH:27])([CH2:26][OH:28])[C:24]=1[C:10]=23. The yield is 0.970.